From a dataset of Full USPTO retrosynthesis dataset with 1.9M reactions from patents (1976-2016). Predict the reactants needed to synthesize the given product. Given the product [C:1]([NH:4][C:5]1[CH:12]=[CH:11][C:8]([CH:9]=[N:14][NH:15][C:16]([NH2:18])=[S:17])=[C:7]([F:13])[CH:6]=1)(=[O:3])[CH3:2], predict the reactants needed to synthesize it. The reactants are: [C:1]([NH:4][C:5]1[CH:12]=[CH:11][C:8]([CH:9]=O)=[C:7]([F:13])[CH:6]=1)(=[O:3])[CH3:2].[NH2:14][NH:15][C:16]([NH2:18])=[S:17].